Dataset: Forward reaction prediction with 1.9M reactions from USPTO patents (1976-2016). Task: Predict the product of the given reaction. (1) Given the reactants [CH:1]1([CH2:4][NH:5][C:6]([NH:8][C:9]2[CH:14]=[CH:13][C:12]([O:15][CH:16]3[CH2:21][CH2:20][NH:19][CH2:18][CH2:17]3)=[CH:11][CH:10]=2)=[O:7])[CH2:3][CH2:2]1.[F:22][C:23]([F:40])([F:39])[C:24]([C:30]1[CH:38]=[CH:37][C:33]([C:34](O)=[O:35])=[CH:32][CH:31]=1)([OH:29])[C:25]([F:28])([F:27])[F:26].C(N(CC)CC)C.CCCP1(OP(CCC)(=O)OP(CCC)(=O)O1)=O, predict the reaction product. The product is: [CH:1]1([CH2:4][NH:5][C:6]([NH:8][C:9]2[CH:14]=[CH:13][C:12]([O:15][CH:16]3[CH2:21][CH2:20][N:19]([C:34](=[O:35])[C:33]4[CH:32]=[CH:31][C:30]([C:24]([OH:29])([C:23]([F:22])([F:39])[F:40])[C:25]([F:26])([F:27])[F:28])=[CH:38][CH:37]=4)[CH2:18][CH2:17]3)=[CH:11][CH:10]=2)=[O:7])[CH2:2][CH2:3]1. (2) Given the reactants [OH:1][CH2:2][CH2:3][CH2:4][CH2:5][C:6]([N:8]([O:10][CH3:11])[CH3:9])=[O:7].[H-].[Na+].I[CH3:15], predict the reaction product. The product is: [CH3:11][O:10][N:8]([CH3:9])[C:6](=[O:7])[CH2:5][CH2:4][CH2:3][CH2:2][O:1][CH3:15]. (3) The product is: [C:11]1([C:17]([C:32]2[CH:37]=[CH:36][CH:35]=[CH:34][CH:33]=2)([C:26]2[CH:27]=[CH:28][CH:29]=[CH:30][CH:31]=2)[N:18]2[CH2:23][CH2:22][CH2:21][CH2:20][C@H:19]2[CH:24]=[O:25])[CH:12]=[CH:13][CH:14]=[CH:15][CH:16]=1. Given the reactants C(Cl)(C(Cl)=O)=O.CS(C)=O.[C:11]1([C:17]([C:32]2[CH:37]=[CH:36][CH:35]=[CH:34][CH:33]=2)([C:26]2[CH:31]=[CH:30][CH:29]=[CH:28][CH:27]=2)[N:18]2[CH2:23][CH2:22][CH2:21][CH2:20][C@H:19]2[CH2:24][OH:25])[CH:16]=[CH:15][CH:14]=[CH:13][CH:12]=1.CCN(CC)CC, predict the reaction product. (4) Given the reactants [Br:1][C:2]1[C:3]([F:13])=[CH:4][C:5]2[NH:10][C:9](=O)[CH2:8][O:7][C:6]=2[CH:12]=1, predict the reaction product. The product is: [Br:1][C:2]1[C:3]([F:13])=[CH:4][C:5]2[NH:10][CH2:9][CH2:8][O:7][C:6]=2[CH:12]=1. (5) Given the reactants Cl[CH2:2][C:3]1[C:4]2[C:9]([CH:10]=[C:11]3[C:16]=1[CH:15]=[CH:14][CH:13]=[CH:12]3)=[CH:8][CH:7]=[CH:6][CH:5]=2.[NH3:17], predict the reaction product. The product is: [CH:5]1[C:4]2[C:9](=[CH:10][C:11]3[C:16]([C:3]=2[CH2:2][NH:17][CH2:2][C:3]2[C:16]4[C:11]([CH:10]=[C:9]5[C:4]=2[CH:5]=[CH:6][CH:7]=[CH:8]5)=[CH:12][CH:13]=[CH:14][CH:15]=4)=[CH:15][CH:14]=[CH:13][CH:12]=3)[CH:8]=[CH:7][CH:6]=1. (6) Given the reactants Cl[C:2]1[C:11]2[C:6](=[CH:7][C:8]([Cl:12])=[N:9][CH:10]=2)[CH:5]=[CH:4][N:3]=1.[CH3:13][C:14]1[CH:19]=[C:18]([C:20]2[CH:25]=[CH:24][C:23]([CH2:26][NH2:27])=[CH:22][CH:21]=2)[CH:17]=[CH:16][N:15]=1, predict the reaction product. The product is: [CH3:13][C:14]1[CH:19]=[C:18]([C:20]2[CH:25]=[CH:24][C:23]([CH2:26][NH:27][C:2]3[C:11]4[C:6](=[CH:7][C:8]([Cl:12])=[N:9][CH:10]=4)[CH:5]=[CH:4][N:3]=3)=[CH:22][CH:21]=2)[CH:17]=[CH:16][N:15]=1. (7) Given the reactants [C:1]([N:5]1[CH2:10][CH2:9][N:8]([CH2:11][C:12]2[CH:13]=[C:14](B(O)O)[CH:15]=[CH:16][CH:17]=2)[CH2:7][CH2:6]1)([CH3:4])([CH3:3])[CH3:2].C([O-])([O-])=O.[Na+].[Na+].Br[C:28]1[CH:29]=[C:30]([C:34]2[CH:39]=[C:38]([NH:40][CH:41]3[CH2:45][CH2:44][CH2:43][CH2:42]3)[N:37]=[C:36]([C:46]3[CH:51]=[CH:50][CH:49]=[CH:48][N:47]=3)[CH:35]=2)[CH:31]=[N:32][CH:33]=1, predict the reaction product. The product is: [C:1]([N:5]1[CH2:10][CH2:9][N:8]([CH2:11][C:12]2[CH:13]=[C:14]([C:28]3[CH:29]=[C:30]([C:34]4[CH:39]=[C:38]([NH:40][CH:41]5[CH2:45][CH2:44][CH2:43][CH2:42]5)[N:37]=[C:36]([C:46]5[CH:51]=[CH:50][CH:49]=[CH:48][N:47]=5)[CH:35]=4)[CH:31]=[N:32][CH:33]=3)[CH:15]=[CH:16][CH:17]=2)[CH2:7][CH2:6]1)([CH3:4])([CH3:3])[CH3:2]. (8) Given the reactants [CH3:1][S:2][C:3]1[N:4]=[CH:5][C:6]2[C:15](=[O:16])[N:14]([C:17]3[CH:18]=[C:19]([CH:23]=[CH:24][CH:25]=3)[C:20](O)=[O:21])[CH2:13][C@H:12]3[N:8]([CH2:9][CH2:10][CH2:11]3)[C:7]=2[N:26]=1.ON1C2C=CC=CC=2N=N1.C(N=C=NCCCN(C)C)C.O[NH:49][C:50](=[NH:52])[CH3:51], predict the reaction product. The product is: [CH3:51][C:50]1[N:52]=[C:20]([C:19]2[CH:18]=[C:17]([N:14]3[CH2:13][C@H:12]4[N:8]([CH2:9][CH2:10][CH2:11]4)[C:7]4[N:26]=[C:3]([S:2][CH3:1])[N:4]=[CH:5][C:6]=4[C:15]3=[O:16])[CH:25]=[CH:24][CH:23]=2)[O:21][N:49]=1. (9) Given the reactants Cl.[NH2:2][C@H:3]1[CH2:8][CH2:7][C@H:6]([NH:9][C:10]([C:12]2[C:16]3=[N:17][CH:18]=[CH:19][C:20]([C:21]4[CH:26]=[C:25]([O:27][CH3:28])[C:24]([F:29])=[CH:23][C:22]=4[O:30][CH2:31][CH:32]4[CH2:34][CH2:33]4)=[C:15]3[NH:14][C:13]=2[CH3:35])=[O:11])[CH2:5][CH2:4]1.C([O:39][C@@H:40]([CH3:44])[C:41](Cl)=[O:42])(=O)C, predict the reaction product. The product is: [CH:32]1([CH2:31][O:30][C:22]2[CH:23]=[C:24]([F:29])[C:25]([O:27][CH3:28])=[CH:26][C:21]=2[C:20]2[CH:19]=[CH:18][N:17]=[C:16]3[C:12]([C:10]([NH:9][C@H:6]4[CH2:7][CH2:8][C@H:3]([NH:2][C:41](=[O:42])[C@@H:40]([OH:39])[CH3:44])[CH2:4][CH2:5]4)=[O:11])=[C:13]([CH3:35])[NH:14][C:15]=23)[CH2:33][CH2:34]1. (10) The product is: [OH:2][C:3]1[CH:12]=[C:11]2[C:6]([CH2:7][N:8]([CH:14]3[CH2:19][CH2:18][N:17]([CH2:20][C:21]4[CH:22]=[CH:23][CH:24]=[CH:25][CH:26]=4)[CH2:16][CH2:15]3)[C:9](=[O:13])[NH:10]2)=[CH:5][CH:4]=1. Given the reactants C[O:2][C:3]1[CH:12]=[C:11]2[C:6]([CH2:7][N:8]([CH:14]3[CH2:19][CH2:18][N:17]([CH2:20][C:21]4[CH:26]=[CH:25][CH:24]=[CH:23][CH:22]=4)[CH2:16][CH2:15]3)[C:9](=[O:13])[NH:10]2)=[CH:5][CH:4]=1.Cl.N1C=CC=CC=1.C(=O)([O-])O.[Na+].C, predict the reaction product.